This data is from Catalyst prediction with 721,799 reactions and 888 catalyst types from USPTO. The task is: Predict which catalyst facilitates the given reaction. Reactant: C(OC([N:8]([CH2:39][C:40]([O:42]C(C)(C)C)=[O:41])[C:9]1[CH:14]=[CH:13][CH:12]=[C:11]([CH:15]([CH2:26][C:27]2[N:28]=[N:29][C:30]([C:33]3[CH:38]=[CH:37][CH:36]=[CH:35][CH:34]=3)=[CH:31][CH:32]=2)[NH:16][S:17]([C:20]2[CH:21]=[N:22][CH:23]=[CH:24][CH:25]=2)(=[O:19])=[O:18])[N:10]=1)=O)(C)(C)C.[ClH:47].O1CCOCC1. Product: [ClH:47].[C:33]1([C:30]2[N:29]=[N:28][C:27]([CH2:26][CH:15]([NH:16][S:17]([C:20]3[CH:21]=[N:22][CH:23]=[CH:24][CH:25]=3)(=[O:19])=[O:18])[C:11]3[N:10]=[C:9]([NH:8][CH2:39][C:40]([OH:42])=[O:41])[CH:14]=[CH:13][CH:12]=3)=[CH:32][CH:31]=2)[CH:38]=[CH:37][CH:36]=[CH:35][CH:34]=1. The catalyst class is: 2.